This data is from Catalyst prediction with 721,799 reactions and 888 catalyst types from USPTO. The task is: Predict which catalyst facilitates the given reaction. Reactant: [NH2:1][C:2]1[C:7]([C:8]([C:10]2[CH:15]=[CH:14][CH:13]=[CH:12][CH:11]=2)=[O:9])=[CH:6][N:5]=[C:4](S(C)=O)[N:3]=1.FC(F)(F)C(O)=O.[CH3:26][S:27]([N:30]1[CH2:35][CH2:34][CH:33]([NH2:36])[CH2:32][CH2:31]1)(=[O:29])=[O:28].C(N(CC)CC)C. Product: [NH2:1][C:2]1[C:7]([C:8]([C:10]2[CH:11]=[CH:12][CH:13]=[CH:14][CH:15]=2)=[O:9])=[CH:6][N:5]=[C:4]([NH:36][CH:33]2[CH2:34][CH2:35][N:30]([S:27]([CH3:26])(=[O:29])=[O:28])[CH2:31][CH2:32]2)[N:3]=1. The catalyst class is: 8.